Task: Regression. Given a peptide amino acid sequence and an MHC pseudo amino acid sequence, predict their binding affinity value. This is MHC class II binding data.. Dataset: Peptide-MHC class II binding affinity with 134,281 pairs from IEDB (1) The peptide sequence is DVKFPGGGQIEGGVY. The MHC is HLA-DQA10501-DQB10301 with pseudo-sequence HLA-DQA10501-DQB10301. The binding affinity (normalized) is 0.626. (2) The binding affinity (normalized) is 0.526. The peptide sequence is VQAPVGAITTIEDPV. The MHC is HLA-DQA10401-DQB10402 with pseudo-sequence HLA-DQA10401-DQB10402.